This data is from Full USPTO retrosynthesis dataset with 1.9M reactions from patents (1976-2016). The task is: Predict the reactants needed to synthesize the given product. (1) Given the product [NH:1]1[C:5]2=[N:6][CH:7]=[CH:8][CH:9]=[C:4]2[C:3]([CH:10]=[C:11]2[C:12](=[O:30])[CH:13]=[C:14]([NH:16][C:17]3[CH:22]=[CH:21][C:20]([F:23])=[CH:19][C:18]=3[F:24])[O:15]2)=[CH:2]1, predict the reactants needed to synthesize it. The reactants are: [NH:1]1[C:5]2=[N:6][CH:7]=[CH:8][CH:9]=[C:4]2[C:3]([CH:10]=[C:11]2[O:15][C:14]([NH:16][C:17]3[CH:22]=[CH:21][C:20]([F:23])=[CH:19][C:18]=3[F:24])=[C:13](C(OCC)=O)[C:12]2=[O:30])=[CH:2]1. (2) Given the product [CH3:38][O:39][C:40]([C:42]1[C:50]2[N:49]=[C:48]([NH:51][C:11]([C:3]3[N:2]=[CH:1][C:10]4[C:5]([CH:4]=3)=[CH:6][CH:7]=[CH:8][CH:9]=4)=[O:13])[NH:47][C:46]=2[CH:45]=[C:44]([CH2:52][CH2:53][CH3:54])[CH:43]=1)=[O:41], predict the reactants needed to synthesize it. The reactants are: [CH:1]1[C:10]2[C:5](=[CH:6][CH:7]=[CH:8][CH:9]=2)[CH:4]=[C:3]([C:11]([OH:13])=O)[N:2]=1.CN(C(ON1N=NC2C=CC=CC1=2)=[N+](C)C)C.F[P-](F)(F)(F)(F)F.[CH3:38][O:39][C:40]([C:42]1[C:50]2[N:49]=[C:48]([NH2:51])[NH:47][C:46]=2[CH:45]=[C:44]([CH2:52][CH2:53][CH3:54])[CH:43]=1)=[O:41]. (3) Given the product [C:1]([C:3]1[CH:4]=[N:5][N:6]2[C:11](=[O:12])[C:10]([CH2:13][CH3:14])=[C:9]([C:15]([OH:17])=[O:16])[NH:8][C:7]=12)#[N:2], predict the reactants needed to synthesize it. The reactants are: [C:1]([C:3]1[CH:4]=[N:5][N:6]2[C:11](=[O:12])[C:10]([CH2:13][CH3:14])=[C:9]([C:15]([O:17]CC)=[O:16])[NH:8][C:7]=12)#[N:2].[Li+].[OH-]. (4) Given the product [O:32]=[C:12]([CH2:8][CH2:7][CH:6]=[CH2:5])[CH2:13][CH2:14][CH:15]1[CH2:24][C:23]2[C:18](=[CH:19][CH:20]=[CH:21][CH:22]=2)[CH2:17][N:16]1[C:25]([O:27][C:28]([CH3:30])([CH3:31])[CH3:29])=[O:26], predict the reactants needed to synthesize it. The reactants are: [Mg].II.Br[CH2:5][CH2:6][CH:7]=[CH2:8].CON(C)[C:12](=[O:32])[CH2:13][CH2:14][CH:15]1[CH2:24][C:23]2[C:18](=[CH:19][CH:20]=[CH:21][CH:22]=2)[CH2:17][N:16]1[C:25]([O:27][C:28]([CH3:31])([CH3:30])[CH3:29])=[O:26].[Cl-].[NH4+].